Dataset: Full USPTO retrosynthesis dataset with 1.9M reactions from patents (1976-2016). Task: Predict the reactants needed to synthesize the given product. Given the product [C:38]([O:43][CH2:44][O:34][C:33]1[C:28]([C:27](=[O:37])[NH:26][C@H:12]2[CH2:11][CH2:10][CH2:9][C@H:8]([CH2:1][C:2]3[CH:7]=[CH:6][CH:5]=[CH:4][CH:3]=3)[C@@H:16]([CH2:17][C:18]3[CH:23]=[CH:22][CH:21]=[CH:20][CH:19]=3)[C@H:15]([CH3:24])[O:14][C:13]2=[O:25])=[N:29][CH:30]=[CH:31][C:32]=1[O:35][CH3:36])(=[O:42])[CH:39]([CH3:41])[CH3:40], predict the reactants needed to synthesize it. The reactants are: [CH2:1]([C@@H:8]1[C@@H:16]([CH2:17][C:18]2[CH:23]=[CH:22][CH:21]=[CH:20][CH:19]=2)[C@H:15]([CH3:24])[O:14][C:13](=[O:25])[C@@H:12]([NH:26][C:27](=[O:37])[C:28]2[C:33]([OH:34])=[C:32]([O:35][CH3:36])[CH:31]=[CH:30][N:29]=2)[CH2:11][CH2:10][CH2:9]1)[C:2]1[CH:7]=[CH:6][CH:5]=[CH:4][CH:3]=1.[C:38]([O:43][CH2:44]Cl)(=[O:42])[CH:39]([CH3:41])[CH3:40].[Na+].[I-].C([O-])([O-])=O.[Na+].[Na+].